Dataset: Forward reaction prediction with 1.9M reactions from USPTO patents (1976-2016). Task: Predict the product of the given reaction. (1) Given the reactants [CH3:1][Mg]Cl.[Cl:4][C:5]1[N:16]=[C:15]([CH3:17])[CH:14]=[CH:13][C:6]=1[C:7](N(OC)C)=[O:8], predict the reaction product. The product is: [Cl:4][C:5]1[C:6]([C:7](=[O:8])[CH3:1])=[CH:13][CH:14]=[C:15]([CH3:17])[N:16]=1. (2) Given the reactants [OH:1][C:2]1[CH:11]=[CH:10][CH:9]=[C:8]2[C:3]=1[CH2:4][CH2:5][CH2:6][C:7]2=[O:12].[CH2:13](Br)[C:14]1[CH:19]=[CH:18][CH:17]=[CH:16][CH:15]=1.C(=O)([O-])[O-].[K+].[K+], predict the reaction product. The product is: [CH2:13]([O:1][C:2]1[CH:11]=[CH:10][CH:9]=[C:8]2[C:3]=1[CH2:4][CH2:5][CH2:6][C:7]2=[O:12])[C:14]1[CH:19]=[CH:18][CH:17]=[CH:16][CH:15]=1. (3) Given the reactants [F:1][C:2]1[CH:49]=[CH:48][C:5]([CH2:6][N:7]([CH3:47])[C:8](=[O:46])[C@@H:9]([NH:16][C:17]([C:19]2[CH:20]=[C:21]3[C:26](=[CH:27][CH:28]=2)[N:25]=[C:24]([NH:29][C:30](=[O:45])[C:31]2[CH:36]=[CH:35][CH:34]=[CH:33][C:32]=2[C:37]2N=C4N([CH:44]=2)C=CS4)[CH:23]=[CH:22]3)=[O:18])[C:10]2[CH:15]=[CH:14][CH:13]=[CH:12][CH:11]=2)=[CH:4][CH:3]=1.[C:50]([O:54][C:55]([N:57]1[CH2:61][CH2:60][CH:59]([C:62]2[CH:70]=[CH:69][CH:68]=[CH:67][C:63]=2[C:64](O)=[O:65])[CH2:58]1)=[O:56])([CH3:53])([CH3:52])[CH3:51], predict the reaction product. The product is: [F:1][C:2]1[CH:3]=[CH:4][C:5]([CH2:6][N:7]([CH3:47])[C:8](=[O:46])[C@@H:9]([NH:16][C:17]([C:19]2[CH:20]=[C:21]3[C:26](=[CH:27][CH:28]=2)[N:25]=[C:24]([NH:29][C:30]([C:31]2[CH:36]=[CH:35][CH:34]=[CH:33][C:32]=2[CH:37]2[CH2:44][CH2:61][N:57]([C:55]([O:54][C:50]([CH3:51])([CH3:53])[CH3:52])=[O:56])[CH2:58][CH2:59]2)=[O:45])[CH:23]=[CH:22]3)=[O:18])[C:10]2[CH:11]=[CH:12][CH:13]=[CH:14][CH:15]=2)=[CH:48][CH:49]=1.[F:1][C:2]1[CH:3]=[CH:4][C:5]([CH2:6][N:7]([CH3:47])[C:8](=[O:46])[C@@H:9]([NH:16][C:17]([C:19]2[CH:20]=[C:21]3[C:26](=[CH:27][CH:28]=2)[N:25]=[C:24]([NH:29][C:64]([C:63]2[CH:67]=[CH:68][CH:69]=[CH:70][C:62]=2[C@@H:59]2[CH2:60][CH2:61][N:57]([C:55]([O:54][C:50]([CH3:52])([CH3:53])[CH3:51])=[O:56])[CH2:58]2)=[O:65])[CH:23]=[CH:22]3)=[O:18])[C:10]2[CH:15]=[CH:14][CH:13]=[CH:12][CH:11]=2)=[CH:48][CH:49]=1. (4) Given the reactants [CH3:1][Al](C)C.[C:5]1([C:11]([C:13]2[CH:18]=[CH:17][CH:16]=[C:15]([O:19]COCC[Si](C)(C)C)[CH:14]=2)=O)[CH:10]=[CH:9][CH:8]=[CH:7][CH:6]=1.O.Cl, predict the reaction product. The product is: [C:5]1([C:11]([C:13]2[CH:14]=[C:15]([OH:19])[CH:16]=[CH:17][CH:18]=2)=[CH2:1])[CH:6]=[CH:7][CH:8]=[CH:9][CH:10]=1.